Dataset: Reaction yield outcomes from USPTO patents with 853,638 reactions. Task: Predict the reaction yield, written as a fraction of the theoretical maximum amount of product (1.0 means a 100% yield; for example, 0.34 means a 34% yield). The catalyst is O. The reactants are C[Si](C)(C)[C:3]1[N:4]=[N:5][NH:6][C:7]=1[CH2:8][O:9][C:10]1[CH:11]=[C:12]([CH:17]=[CH:18][CH:19]=1)[C:13]([O:15]C)=[O:14].O1CCCC1.[OH-].[Li+].Cl. The yield is 0.700. The product is [NH:4]1[CH:3]=[C:7]([CH2:8][O:9][C:10]2[CH:11]=[C:12]([CH:17]=[CH:18][CH:19]=2)[C:13]([OH:15])=[O:14])[N:6]=[N:5]1.